Predict which catalyst facilitates the given reaction. From a dataset of Catalyst prediction with 721,799 reactions and 888 catalyst types from USPTO. (1) Reactant: [Cl:1][C:2]1[CH:3]=[CH:4][C:5]([N:8]2[CH2:13][CH2:12][N:11]([S:14](/[CH:17]=[CH:18]/[CH2:19][CH2:20][C:21]3[N:26]=[CH:25][C:24]([F:27])=[CH:23][N:22]=3)(=[O:16])=[O:15])[CH2:10][CH2:9]2)=[N:6][CH:7]=1.ClC1C=CC(N2CCN(S(/C=C\CCC3N=CC(F)=CN=3)(=O)=O)CC2)=NC=1.[NH2:55][OH:56]. Product: [Cl:1][C:2]1[CH:3]=[CH:4][C:5]([N:8]2[CH2:13][CH2:12][N:11]([S:14]([CH2:17][CH:18]([NH:55][OH:56])[CH2:19][CH2:20][C:21]3[N:26]=[CH:25][C:24]([F:27])=[CH:23][N:22]=3)(=[O:16])=[O:15])[CH2:10][CH2:9]2)=[N:6][CH:7]=1. The catalyst class is: 765. (2) Reactant: Br[C:2]1[CH:27]=[CH:26][C:5]([CH2:6][O:7][C:8]2[CH:17]=[CH:16][CH:15]=[C:14]3[C:9]=2[CH:10]=[CH:11][C:12]([NH:18][S:19]([C:22]([F:25])([F:24])[F:23])(=[O:21])=[O:20])=[CH:13]3)=[CH:4][CH:3]=1.[Cl:28][C:29]1[CH:30]=[C:31](B(O)O)[CH:32]=[C:33]([Cl:35])[CH:34]=1.CS(C)=O. Product: [Cl:28][C:29]1[CH:30]=[C:31]([C:2]2[CH:27]=[CH:26][C:5]([CH2:6][O:7][C:8]3[CH:17]=[CH:16][CH:15]=[C:14]4[C:9]=3[CH:10]=[CH:11][C:12]([NH:18][S:19]([C:22]([F:24])([F:23])[F:25])(=[O:21])=[O:20])=[CH:13]4)=[CH:4][CH:3]=2)[CH:32]=[C:33]([Cl:35])[CH:34]=1. The catalyst class is: 6. (3) The catalyst class is: 388. Reactant: [Br:1][C:2]1[CH:3]=[C:4]2[C:16](=[CH:17][CH:18]=1)[O:15][C:7]1([CH2:11][CH2:10][CH:9]([CH:12]([CH3:14])[CH3:13])[CH2:8]1)[CH2:6][C:5]2=O.[C:20](=[N:26][Si](C)(C)C)=[N:21][Si](C)(C)C. Product: [Br:1][C:2]1[CH:3]=[C:4]2[C:16](=[CH:17][CH:18]=1)[O:15][C:7]1([CH2:11][CH2:10][CH:9]([CH:12]([CH3:14])[CH3:13])[CH2:8]1)[CH2:6][C:5]2=[N:26][C:20]#[N:21]. (4) The catalyst class is: 1. Product: [NH2:12][C:3]1[C:4]([F:11])=[C:5]([F:10])[C:6]([F:9])=[C:7]([F:8])[C:2]=1[NH:1][C:22]([NH:21][C:15]1[C:16]([Cl:20])=[CH:17][CH:18]=[CH:19][C:14]=1[Cl:13])=[S:23]. Reactant: [NH2:1][C:2]1[C:7]([F:8])=[C:6]([F:9])[C:5]([F:10])=[C:4]([F:11])[C:3]=1[NH2:12].[Cl:13][C:14]1[CH:19]=[CH:18][CH:17]=[C:16]([Cl:20])[C:15]=1[N:21]=[C:22]=[S:23]. (5) Reactant: [NH:1]1[CH2:6][CH2:5][O:4][CH2:3][CH2:2]1.[F:7][C:8]1[CH:9]=[C:10]([N+:15]([O-:17])=[O:16])[CH:11]=[CH:12][C:13]=1F. Product: [F:7][C:8]1[CH:9]=[C:10]([N+:15]([O-:17])=[O:16])[CH:11]=[CH:12][C:13]=1[N:1]1[CH2:6][CH2:5][O:4][CH2:3][CH2:2]1. The catalyst class is: 1. (6) The catalyst class is: 166. Product: [Cl:13][C:14]1[N:22]=[CH:21][CH:20]=[CH:19][C:15]=1[C:16]([O:18][CH2:23][C:24]1[CH:29]=[CH:28][CH:27]=[CH:26][CH:25]=1)=[O:17]. Reactant: CCN=C=NCCCN(C)C.Cl.[Cl:13][C:14]1[N:22]=[CH:21][CH:20]=[CH:19][C:15]=1[C:16]([OH:18])=[O:17].[CH2:23](O)[C:24]1[CH:29]=[CH:28][CH:27]=[CH:26][CH:25]=1. (7) Reactant: [C:1]1([C:32]2[CH:37]=[CH:36][CH:35]=[CH:34][CH:33]=2)[CH:6]=[CH:5][C:4]([CH2:7][CH2:8][CH:9]([OH:31])[CH:10]([CH2:18][CH2:19][N:20]2[C:25](=[O:26])[C:24]3[CH:27]=[CH:28][CH:29]=[CH:30][C:23]=3[N:22]=[N:21]2)[C:11]([O:13]C(C)(C)C)=[O:12])=[CH:3][CH:2]=1.FC(F)(F)C(O)=O. Product: [C:1]1([C:32]2[CH:37]=[CH:36][CH:35]=[CH:34][CH:33]=2)[CH:2]=[CH:3][C:4]([CH2:7][CH2:8][CH:9]([OH:31])[CH:10]([CH2:18][CH2:19][N:20]2[C:25](=[O:26])[C:24]3[CH:27]=[CH:28][CH:29]=[CH:30][C:23]=3[N:22]=[N:21]2)[C:11]([OH:13])=[O:12])=[CH:5][CH:6]=1. The catalyst class is: 4.